This data is from Blood-brain barrier permeability classification from the B3DB database. The task is: Regression/Classification. Given a drug SMILES string, predict its absorption, distribution, metabolism, or excretion properties. Task type varies by dataset: regression for continuous measurements (e.g., permeability, clearance, half-life) or binary classification for categorical outcomes (e.g., BBB penetration, CYP inhibition). Dataset: b3db_classification. (1) The drug is C#CCC(Cc1cnc2nc(N)nc(N)c2n1)c1ccc(C(=O)NC(CCC(=O)O)C(=O)O)cc1. The result is 0 (does not penetrate BBB). (2) The molecule is CC(Cc1cc2c(c(C(N)=O)c1)N(CCCO)CC2)NCCOc1ccccc1OCC(F)(F)F. The result is 0 (does not penetrate BBB). (3) The molecule is Cc1onc(-c2ccccc2)c1C(=O)N[C@@H]1C(=O)N2[C@H]1SC(C)(C)[C@@H]2C(=O)O. The result is 0 (does not penetrate BBB). (4) The compound is CCn1cc(C(=O)O)c(=O)c2ccc(-c3ccncc3)cc21. The result is 0 (does not penetrate BBB). (5) The molecule is O=C(c1ccccn1)c1cnn2c(-c3ccncc3)ccnc12. The result is 1 (penetrates BBB). (6) The compound is COc1cc2sc(C)nc2cc1CN[C@H]1CCCN[C@H]1c1ccccc1. The result is 1 (penetrates BBB).